From a dataset of Reaction yield outcomes from USPTO patents with 853,638 reactions. Predict the reaction yield, written as a fraction of the theoretical maximum amount of product (1.0 means a 100% yield; for example, 0.34 means a 34% yield). The product is [CH3:1][O:2][C:3](=[O:14])[CH2:4][CH2:5][C:6]1[CH:11]=[CH:10][C:9]([O:12][C:18]2[CH:19]=[CH:20][CH:21]=[C:16]([Br:15])[C:17]=2[CH3:23])=[CH:8][C:7]=1[CH3:13]. The yield is 0.780. The reactants are [CH3:1][O:2][C:3](=[O:14])[CH2:4][CH2:5][C:6]1[CH:11]=[CH:10][C:9]([OH:12])=[CH:8][C:7]=1[CH3:13].[Br:15][C:16]1[CH:21]=[CH:20][CH:19]=[C:18](Br)[C:17]=1[CH3:23].C(=O)([O-])[O-].[Cs+].[Cs+].CC(C)(C(=O)CC(=O)C(C)(C)C)C. The catalyst is CN1CCCC1=O.[Cu]Cl.